This data is from Full USPTO retrosynthesis dataset with 1.9M reactions from patents (1976-2016). The task is: Predict the reactants needed to synthesize the given product. (1) Given the product [CH2:39]([O:41][CH2:42][CH2:43][NH:44][C:2]1[CH:9]=[C:8]([N:10]2[C:22]3[CH:21]=[CH:20][CH:19]=[C:18]([C:23]4[NH:27][C:26]5[CH:28]=[C:29]([F:32])[CH:30]=[CH:31][C:25]=5[N:24]=4)[C:17]=3[C:16]3[C:11]2=[CH:12][CH:13]=[CH:14][CH:15]=3)[CH:7]=[CH:6][C:3]=1[C:4]([NH2:5])=[O:34])[CH3:40], predict the reactants needed to synthesize it. The reactants are: F[C:2]1[CH:9]=[C:8]([N:10]2[C:22]3[CH:21]=[CH:20][CH:19]=[C:18]([C:23]4[NH:27][C:26]5[CH:28]=[C:29]([F:32])[CH:30]=[CH:31][C:25]=5[N:24]=4)[C:17]=3[C:16]3[C:11]2=[CH:12][CH:13]=[CH:14][CH:15]=3)[CH:7]=[CH:6][C:3]=1[C:4]#[N:5].C(=O)([O-])[O-:34].[K+].[K+].[CH2:39]([O:41][CH2:42][CH2:43][NH2:44])[CH3:40].[OH-].[Na+].OO. (2) Given the product [Br:15][C:2]1[C:11]2[C:6](=[C:7]([F:13])[CH:8]=[C:9]([F:12])[CH:10]=2)[N:5]=[CH:4][CH:3]=1, predict the reactants needed to synthesize it. The reactants are: O[C:2]1[C:11]2[C:6](=[C:7]([F:13])[CH:8]=[C:9]([F:12])[CH:10]=2)[N:5]=[CH:4][CH:3]=1.P(Br)(Br)[Br:15]. (3) Given the product [Cl:21][C:22]1[CH:23]=[C:24]([NH:25][C:18]([C:3]2[N:2]([CH3:1])[CH:6]=[C:5]([S:7](=[O:15])(=[O:16])[NH:8][C@H:9]([CH3:14])[C:10]([F:13])([F:12])[F:11])[C:4]=2[CH3:17])=[O:19])[CH:26]=[C:27]([F:30])[C:28]=1[F:29], predict the reactants needed to synthesize it. The reactants are: [CH3:1][N:2]1[CH:6]=[C:5]([S:7](=[O:16])(=[O:15])[NH:8][C@H:9]([CH3:14])[C:10]([F:13])([F:12])[F:11])[C:4]([CH3:17])=[C:3]1[C:18](O)=[O:19].[Cl:21][C:22]1[CH:23]=[C:24]([CH:26]=[C:27]([F:30])[C:28]=1[F:29])[NH2:25].